This data is from Peptide-MHC class II binding affinity with 134,281 pairs from IEDB. The task is: Regression. Given a peptide amino acid sequence and an MHC pseudo amino acid sequence, predict their binding affinity value. This is MHC class II binding data. (1) The peptide sequence is PLYKLVHVFINTQYA. The MHC is DRB3_0101 with pseudo-sequence DRB3_0101. The binding affinity (normalized) is 0.251. (2) The peptide sequence is AFKVIATAANAAPAN. The MHC is DRB1_0901 with pseudo-sequence DRB1_0901. The binding affinity (normalized) is 0.623.